This data is from Forward reaction prediction with 1.9M reactions from USPTO patents (1976-2016). The task is: Predict the product of the given reaction. Given the reactants [Cl:1][C:2]1[CH:7]=[C:6]([S:8][C:9]2[CH:14]=[CH:13][C:12]([NH2:15])=[CH:11][CH:10]=2)[CH:5]=[CH:4][C:3]=1[NH:16][C:17](=[O:25])[C:18]([O:21][C:22](=[O:24])[CH3:23])([CH3:20])[CH3:19].C(N(CC)CC)C.[C:33](Cl)(=[O:35])[CH3:34].C(OCC)(=O)C, predict the reaction product. The product is: [Cl:1][C:2]1[CH:7]=[C:6]([S:8][C:9]2[CH:10]=[CH:11][C:12]([NH:15][C:33](=[O:35])[CH3:34])=[CH:13][CH:14]=2)[CH:5]=[CH:4][C:3]=1[NH:16][C:17](=[O:25])[C:18]([O:21][C:22](=[O:24])[CH3:23])([CH3:20])[CH3:19].